This data is from Forward reaction prediction with 1.9M reactions from USPTO patents (1976-2016). The task is: Predict the product of the given reaction. (1) The product is: [N:33]1([C:2]2[N:1]=[C:6]([N:7]3[CH2:12][CH2:11][NH:10][CH2:9][CH2:8]3)[N:5]=[C:4]([N:20]3[CH2:21][CH2:22][NH:23][CH2:24][CH2:25]3)[N:3]=2)[CH2:38][CH2:37][NH:36][CH2:35][CH2:34]1. Given the reactants [N:1]1[C:6]([N:7]2[CH2:12][CH2:11][N:10](C(OC(C)(C)C)=O)[CH2:9][CH2:8]2)=[N:5][C:4]([N:20]2[CH2:25][CH2:24][N:23](C(OC(C)(C)C)=O)[CH2:22][CH2:21]2)=[N:3][C:2]=1[N:33]1[CH2:38][CH2:37][N:36](C(OC(C)(C)C)=O)[CH2:35][CH2:34]1.Cl, predict the reaction product. (2) Given the reactants [Cl:1][C:2]1[CH:3]=[CH:4][C:5]([O:17][CH2:18][CH:19]([CH3:21])[CH3:20])=[C:6]([C:8](=O)[CH2:9][CH2:10][CH:11]2OCCO2)[CH:7]=1.[NH2:22][C:23]1[CH:24]=[C:25]([C:29]([F:32])=[CH:30][CH:31]=1)[C:26]([OH:28])=[O:27].CC1C=CC(S(O)(=O)=O)=CC=1.Cl.[OH-].[Na+:46], predict the reaction product. The product is: [Na+:46].[Cl:1][C:2]1[CH:3]=[CH:4][C:5]([O:17][CH2:18][CH:19]([CH3:20])[CH3:21])=[C:6]([C:8]2[N:22]([C:23]3[CH:24]=[C:25]([C:29]([F:32])=[CH:30][CH:31]=3)[C:26]([O-:28])=[O:27])[CH:11]=[CH:10][CH:9]=2)[CH:7]=1.